From a dataset of Forward reaction prediction with 1.9M reactions from USPTO patents (1976-2016). Predict the product of the given reaction. (1) Given the reactants C1(P(C2C=CC=CC=2)C2C3OC4C(=CC=CC=4P(C4C=CC=CC=4)C4C=CC=CC=4)C(C)(C)C=3C=CC=2)C=CC=CC=1.FC(F)(F)S(O[C:49]1[N:50]=[C:51]([CH2:68][CH2:69][CH3:70])[N:52]([C:56]2[CH:61]=[CH:60][C:59]([O:62][CH2:63][C:64]([F:67])([F:66])[F:65])=[CH:58][CH:57]=2)[C:53](=[O:55])[CH:54]=1)(=O)=O.[CH3:73][O:74][C:75]1[CH:82]=[CH:81][C:78]([CH2:79][NH2:80])=[CH:77][CH:76]=1.C(=O)([O-])[O-].[Cs+].[Cs+], predict the reaction product. The product is: [CH3:73][O:74][C:75]1[CH:82]=[CH:81][C:78]([CH2:79][NH:80][C:49]2[N:50]=[C:51]([CH2:68][CH2:69][CH3:70])[N:52]([C:56]3[CH:57]=[CH:58][C:59]([O:62][CH2:63][C:64]([F:66])([F:67])[F:65])=[CH:60][CH:61]=3)[C:53](=[O:55])[CH:54]=2)=[CH:77][CH:76]=1. (2) Given the reactants [Cl:1][C:2]1[CH:7]=[C:6]([CH3:8])[CH:5]=[C:4]([Cl:9])[CH:3]=1.[Li]CCCC.[C:15](=[O:17])=[O:16], predict the reaction product. The product is: [Cl:1][C:2]1[CH:7]=[C:6]([CH3:8])[CH:5]=[C:4]([Cl:9])[C:3]=1[C:15]([OH:17])=[O:16]. (3) Given the reactants [NH:1]1[CH2:9][CH2:8][CH:4]([C:5]([NH2:7])=[O:6])[CH2:3][CH2:2]1.C(N(CC)CC)C.C(Cl)(=O)O[O:19][CH2:20][C:21]1[CH:26]=[CH:25][CH:24]=[CH:23][CH:22]=1.[C:29](=O)([O-])[OH:30].[Na+], predict the reaction product. The product is: [CH2:20]([O:19][C:29]([N:1]1[CH2:9][CH2:8][CH:4]([C:5](=[O:6])[NH2:7])[CH2:3][CH2:2]1)=[O:30])[C:21]1[CH:22]=[CH:23][CH:24]=[CH:25][CH:26]=1. (4) The product is: [C:1]([O:5][C:6](=[O:17])[CH:7]=[CH:8][C:9]1[CH:14]=[CH:13][C:12]([CH:15]=[CH:19][C:18](=[O:20])[C:21]2[CH:26]=[CH:25][CH:24]=[CH:23][CH:22]=2)=[CH:11][N:10]=1)([CH3:4])([CH3:3])[CH3:2]. Given the reactants [C:1]([O:5][C:6](=[O:17])[CH:7]=[CH:8][C:9]1[CH:14]=[CH:13][C:12]([CH:15]=O)=[CH:11][N:10]=1)([CH3:4])([CH3:3])[CH3:2].[C:18]([C:21]1[CH:26]=[CH:25][CH:24]=[CH:23][CH:22]=1)(=[O:20])[CH3:19].[OH-].[K+], predict the reaction product. (5) Given the reactants Br[C:2]1[CH:3]=[C:4]([S:8]([NH:11][C:12]2[CH:21]=[CH:20][C:15]([C:16]([O:18][CH3:19])=[O:17])=[C:14]([OH:22])[CH:13]=2)(=[O:10])=[O:9])[CH:5]=[CH:6][CH:7]=1.[F:23][C:24]([F:35])([F:34])[C:25]1[CH:30]=[CH:29][C:28](B(O)O)=[CH:27][CH:26]=1, predict the reaction product. The product is: [OH:22][C:14]1[CH:13]=[C:12]([NH:11][S:8]([C:4]2[CH:3]=[C:2]([C:28]3[CH:29]=[CH:30][C:25]([C:24]([F:35])([F:34])[F:23])=[CH:26][CH:27]=3)[CH:7]=[CH:6][CH:5]=2)(=[O:10])=[O:9])[CH:21]=[CH:20][C:15]=1[C:16]([O:18][CH3:19])=[O:17]. (6) Given the reactants [Cl:1][C:2]1[C:10]([C:11]#[N:12])=[CH:9][CH:8]=[C:7]2[C:3]=1[CH:4]=[C:5]([CH:13]([F:15])[F:14])[NH:6]2.[BH3-]C#N.[Na+].[C:20](O)([C:22]([F:25])([F:24])[F:23])=O, predict the reaction product. The product is: [Cl:1][C:2]1[C:10]([C:11]#[N:12])=[CH:9][CH:8]=[C:7]2[C:3]=1[CH2:4][CH:5]([CH:13]([F:14])[F:15])[N:6]2[CH2:20][C:22]([F:25])([F:24])[F:23].[Cl:1][C:2]1[C:10]([C:11]#[N:12])=[CH:9][CH:8]=[C:7]2[C:3]=1[CH2:4][CH:5]([CH:13]([F:14])[F:15])[NH:6]2. (7) The product is: [OH:1][C:2]1[C:3]([C:12]([O:14][CH2:19][CH2:20][CH3:21])=[O:13])=[CH:4][C:5]2[C:10]([CH:11]=1)=[CH:9][CH:8]=[CH:7][CH:6]=2. Given the reactants [OH:1][C:2]1[C:3]([C:12]([OH:14])=[O:13])=[CH:4][C:5]2[C:10]([CH:11]=1)=[CH:9][CH:8]=[CH:7][CH:6]=2.S(Cl)(Cl)=O.[CH2:19](O)[CH2:20][CH3:21], predict the reaction product. (8) Given the reactants [Cl:1][C:2]1[CH:12]=[C:11]([C:13]2[CH2:18][CH2:17][C:16](=[O:19])[NH:15][N:14]=2)[CH:10]=[CH:9][C:3]=1[O:4][CH2:5][C:6]([OH:8])=O.Cl.CN(C)CCCN=C=NCC.OC1C2NN=NC=2N=CC=1.[O:42]([CH2:49][C@@H:50]([OH:59])[CH2:51][NH:52][CH:53]1[CH2:58][CH2:57][NH:56][CH2:55][CH2:54]1)[C:43]1[CH:48]=[CH:47][CH:46]=[CH:45][CH:44]=1.[OH-].[Na+], predict the reaction product. The product is: [Cl:1][C:2]1[CH:12]=[C:11]([C:13]2[CH2:18][CH2:17][C:16](=[O:19])[NH:15][N:14]=2)[CH:10]=[CH:9][C:3]=1[O:4][CH2:5][C:6]([N:56]1[CH2:55][CH2:54][CH:53]([NH:52][CH2:51][C@H:50]([OH:59])[CH2:49][O:42][C:43]2[CH:48]=[CH:47][CH:46]=[CH:45][CH:44]=2)[CH2:58][CH2:57]1)=[O:8]. (9) The product is: [C:1]1([C:7]2([C:10]([OH:14])=[O:12])[CH2:9][CH2:8]2)[CH:6]=[CH:5][CH:4]=[CH:3][CH:2]=1. Given the reactants [C:1]1([C:7]2([C:10]#N)[CH2:9][CH2:8]2)[CH:6]=[CH:5][CH:4]=[CH:3][CH:2]=1.[OH-:12].[K+].[OH-:14].[Na+], predict the reaction product.